Dataset: Peptide-MHC class I binding affinity with 185,985 pairs from IEDB/IMGT. Task: Regression. Given a peptide amino acid sequence and an MHC pseudo amino acid sequence, predict their binding affinity value. This is MHC class I binding data. The peptide sequence is MPEWANFKF. The MHC is HLA-B53:01 with pseudo-sequence HLA-B53:01. The binding affinity (normalized) is 0.759.